Task: Predict the reaction yield, written as a fraction of the theoretical maximum amount of product (1.0 means a 100% yield; for example, 0.34 means a 34% yield).. Dataset: Reaction yield outcomes from USPTO patents with 853,638 reactions The yield is 0.910. The catalyst is C1COCC1.C(OCC)C. The product is [C:14]([O:13][C:11]([N:8]1[CH2:9][CH2:10][C:5]([C:3]#[N:4])([C:18]([OH:20])=[O:19])[CH2:6][CH2:7]1)=[O:12])([CH3:17])([CH3:15])[CH3:16]. The reactants are [OH-].[Li+].[C:3]([C:5]1([C:18]([O:20]CC)=[O:19])[CH2:10][CH2:9][N:8]([C:11]([O:13][C:14]([CH3:17])([CH3:16])[CH3:15])=[O:12])[CH2:7][CH2:6]1)#[N:4].